The task is: Predict the reactants needed to synthesize the given product.. This data is from Full USPTO retrosynthesis dataset with 1.9M reactions from patents (1976-2016). (1) Given the product [N:7]1[CH:8]=[CH:9][CH:10]=[C:5]([C:3]2[N:15]=[C:13]([NH:12][C:16]3[CH:17]=[C:18]([S:27]([NH2:30])(=[O:29])=[O:28])[CH:19]=[CH:20][C:21]=3[O:22][C:23]([F:24])([F:25])[F:26])[S:14][CH:2]=2)[CH:6]=1, predict the reactants needed to synthesize it. The reactants are: Br[CH2:2][C:3]([C:5]1[CH:6]=[N:7][CH:8]=[CH:9][CH:10]=1)=O.Br.[NH:12]([C:16]1[CH:17]=[C:18]([S:27]([NH2:30])(=[O:29])=[O:28])[CH:19]=[CH:20][C:21]=1[O:22][C:23]([F:26])([F:25])[F:24])[C:13]([NH2:15])=[S:14].C(N(CC)CC)C. (2) Given the product [CH3:18][C:19]1([CH3:27])[C:21]([CH3:23])([CH3:22])[CH:20]1[C:24]([C:7]1[C:6]2[C:10](=[CH:11][C:3]([C:2]([F:1])([F:12])[F:13])=[CH:4][CH:5]=2)[NH:9][CH:8]=1)=[O:25], predict the reactants needed to synthesize it. The reactants are: [F:1][C:2]([F:13])([F:12])[C:3]1[CH:11]=[C:10]2[C:6]([CH:7]=[CH:8][NH:9]2)=[CH:5][CH:4]=1.C([Mg]Br)C.[CH3:18][C:19]1([CH3:27])[C:21]([CH3:23])([CH3:22])[CH:20]1[C:24](Cl)=[O:25]. (3) Given the product [CH3:12][O:11][C:4]1[CH:3]=[C:2]([N:16]2[CH2:15][CH2:14][N:13]([C:19]([O:21][C:22]([CH3:25])([CH3:24])[CH3:23])=[O:20])[CH2:18][CH2:17]2)[CH:7]=[CH:6][C:5]=1[N+:8]([O-:10])=[O:9], predict the reactants needed to synthesize it. The reactants are: Cl[C:2]1[CH:7]=[CH:6][C:5]([N+:8]([O-:10])=[O:9])=[C:4]([O:11][CH3:12])[CH:3]=1.[N:13]1([C:19]([O:21][C:22]([CH3:25])([CH3:24])[CH3:23])=[O:20])[CH2:18][CH2:17][NH:16][CH2:15][CH2:14]1.C(=O)([O-])[O-].[Cs+].[Cs+].CC1(C)C2C(=C(P(C3C=CC=CC=3)C3C=CC=CC=3)C=CC=2)OC2C(P(C3C=CC=CC=3)C3C=CC=CC=3)=CC=CC1=2. (4) The reactants are: N[C:2]1[C:3]([Cl:8])=[N:4][CH:5]=[CH:6][CH:7]=1.[F:9][C:10]([F:14])([F:13])[CH2:11][OH:12].CS(O)(=O)=O.N(OC(C)(C)C)=O.C1(C)C=C(C)C=C(C)C=1. Given the product [Cl:8][C:3]1[C:2]([O:12][CH2:11][C:10]([F:14])([F:13])[F:9])=[CH:7][CH:6]=[CH:5][N:4]=1, predict the reactants needed to synthesize it. (5) Given the product [F:27][C:24]1[CH:25]=[CH:26][C:21]([CH2:20][CH2:19][N:7]2[C:8]3[CH:9]=[CH:10][C:2]([Cl:1])=[CH:3][C:4]=3[C:5]3[CH:17]4[N:13]([CH2:12][CH2:11][C:6]2=3)[CH2:14][CH2:15][CH2:16]4)=[CH:22][CH:23]=1, predict the reactants needed to synthesize it. The reactants are: [Cl:1][C:2]1[CH:10]=[CH:9][C:8]2[NH:7][C:6]3[CH2:11][CH2:12][N:13]4[CH:17]([C:5]=3[C:4]=2[CH:3]=1)[CH2:16][CH2:15][CH2:14]4.Br[CH2:19][CH2:20][C:21]1[CH:26]=[CH:25][C:24]([F:27])=[CH:23][CH:22]=1.C(N(CC)CC)C.CCOC(C)=O. (6) The reactants are: C[O:2][C:3](=[O:19])[CH2:4][C:5]1[CH:10]=[CH:9][C:8](OS(C(F)(F)F)(=O)=O)=[CH:7][CH:6]=1.C1(P(C(P(C2C=CC=CC=2)C2C=CC=CC=2)C)C2C=CC=CC=2)C=CC=CC=1.B1(B2OC(C)(C)C(C)(C)O2)OC(C)(C)C(C)(C)O1.C([O-])(=O)C.[K+].[CH2:71](Br)[CH:72]=[CH:73][C:74]1[CH:79]=[CH:78][CH:77]=[CH:76][CH:75]=1.C(=O)([O-])[O-].[Na+].[Na+].C1(C=CCOC(=O)C)C=CC=CC=1. Given the product [C:74]1([CH:73]=[CH:72][CH2:71][C:8]2[CH:9]=[CH:10][C:5]([CH2:4][C:3]([OH:2])=[O:19])=[CH:6][CH:7]=2)[CH:79]=[CH:78][CH:77]=[CH:76][CH:75]=1, predict the reactants needed to synthesize it. (7) The reactants are: Cl.[CH3:2][N:3]1[CH:7]=[C:6]([C:8]2[N:13]=[C:12]([C:14]3[CH:15]=[N:16][N:17]([C:19]4([CH2:25][C:26]#[N:27])[CH2:24][CH2:23][NH:22][CH2:21][CH2:20]4)[CH:18]=3)[N:11]3[CH:28]=[CH:29][N:30]=[C:10]3[CH:9]=2)[CH:5]=[N:4]1.[C:31](#N)C.C(N(CC)CC)C.C=O.[BH-](OC(C)=O)(OC(C)=O)OC(C)=O.[Na+]. Given the product [CH3:31][N:22]1[CH2:21][CH2:20][C:19]([CH2:25][C:26]#[N:27])([N:17]2[CH:18]=[C:14]([C:12]3[N:11]4[CH:28]=[CH:29][N:30]=[C:10]4[CH:9]=[C:8]([C:6]4[CH:5]=[N:4][N:3]([CH3:2])[CH:7]=4)[N:13]=3)[CH:15]=[N:16]2)[CH2:24][CH2:23]1, predict the reactants needed to synthesize it. (8) The reactants are: [CH2:1]([N:3]1[CH2:8][CH:7]=[C:6]([C:9]2[CH:14]=[CH:13][C:12]([N+:15]([O-])=O)=[CH:11][C:10]=2[F:18])[CH2:5][CH2:4]1)[CH3:2]. Given the product [CH2:1]([N:3]1[CH2:4][CH2:5][CH:6]([C:9]2[CH:14]=[CH:13][C:12]([NH2:15])=[CH:11][C:10]=2[F:18])[CH2:7][CH2:8]1)[CH3:2], predict the reactants needed to synthesize it. (9) The reactants are: Cl.C(O)C.[Cl:5][C:6]1[CH:11]=[CH:10][C:9]([C@@H:12]2[O:18][CH2:17][CH2:16][N:15](C(OC(C)(C)C)=O)[CH2:14][C@H:13]2[CH2:26][N:27]2[CH:32]=[CH:31][CH:30]=[CH:29][C:28]2=[O:33])=[CH:8][C:7]=1[F:34]. Given the product [ClH:5].[Cl:5][C:6]1[CH:11]=[CH:10][C:9]([C@@H:12]2[O:18][CH2:17][CH2:16][NH:15][CH2:14][C@H:13]2[CH2:26][N:27]2[CH:32]=[CH:31][CH:30]=[CH:29][C:28]2=[O:33])=[CH:8][C:7]=1[F:34], predict the reactants needed to synthesize it. (10) Given the product [Si:1]([O:8][C@H:9]1[CH2:18][C:17]2([CH2:21][CH2:20][CH2:19]2)[CH2:16][C:15]2[N:14]=[C:13]([CH:22]([CH3:24])[CH3:23])[C:12]([CH:25]=[O:26])=[C:11]([C:31]3[CH2:32][CH2:33][O:28][CH2:29][CH:30]=3)[C:10]1=2)([C:4]([CH3:7])([CH3:6])[CH3:5])([CH3:3])[CH3:2], predict the reactants needed to synthesize it. The reactants are: [Si:1]([O:8][C@H:9]1[CH2:18][C:17]2([CH2:21][CH2:20][CH2:19]2)[CH2:16][C:15]2[N:14]=[C:13]([CH:22]([CH3:24])[CH3:23])[C:12]([CH:25]=[O:26])=[C:11](I)[C:10]1=2)([C:4]([CH3:7])([CH3:6])[CH3:5])([CH3:3])[CH3:2].[O:28]1[CH2:33][CH:32]=[C:31](B2OC(C)(C)C(C)(C)O2)[CH2:30][CH2:29]1.